This data is from Forward reaction prediction with 1.9M reactions from USPTO patents (1976-2016). The task is: Predict the product of the given reaction. (1) Given the reactants [CH3:1][P:2]([C:5]1[CH:6]=[C:7]([NH:11][C:12](=[O:50])[NH:13][C:14]2[CH:48]=[CH:47][C:17]([O:18][C:19]3[CH:24]=[CH:23][N:22]=[C:21]4[CH:25]=[C:26]([C:28]5[N:33]=[CH:32][C:31]([CH2:34][N:35]([CH2:43][CH2:44][O:45][CH3:46])C(=O)OC(C)(C)C)=[CH:30][CH:29]=5)[S:27][C:20]=34)=[C:16]([F:49])[CH:15]=2)[CH:8]=[CH:9][CH:10]=1)([CH3:4])=[O:3].FC(F)(F)C(O)=O, predict the reaction product. The product is: [CH3:4][P:2]([C:5]1[CH:6]=[C:7]([NH:11][C:12]([NH:13][C:14]2[CH:48]=[CH:47][C:17]([O:18][C:19]3[CH:24]=[CH:23][N:22]=[C:21]4[CH:25]=[C:26]([C:28]5[CH:29]=[CH:30][C:31]([CH2:34][NH:35][CH2:43][CH2:44][O:45][CH3:46])=[CH:32][N:33]=5)[S:27][C:20]=34)=[C:16]([F:49])[CH:15]=2)=[O:50])[CH:8]=[CH:9][CH:10]=1)([CH3:1])=[O:3]. (2) Given the reactants [NH2:1][C:2]1[C:7]([F:8])=[CH:6][N:5]([CH2:9][CH:10]2[CH2:12][CH2:11]2)[C:4](=[O:13])[N:3]=1.N1C=CC=CC=1.Cl[C:21]([O:23][CH2:24][CH3:25])=[O:22], predict the reaction product. The product is: [CH:10]1([CH2:9][N:5]2[CH:6]=[C:7]([F:8])[C:2]([NH:1][C:21](=[O:22])[O:23][CH2:24][CH3:25])=[N:3][C:4]2=[O:13])[CH2:12][CH2:11]1. (3) Given the reactants [H-].[Na+].[Br:3][C:4]1[CH:5]=[C:6]2[C:10](=[CH:11][C:12]=1[F:13])[NH:9][N:8]=[CH:7]2.[CH2:14]1COCC1, predict the reaction product. The product is: [Br:3][C:4]1[CH:5]=[C:6]2[C:10](=[CH:11][C:12]=1[F:13])[N:9]([CH3:14])[N:8]=[CH:7]2. (4) The product is: [NH2:1][C:2]1[C:3]([C:7]([NH:14][C:13]2[CH:15]=[CH:16][C:17]([F:18])=[C:11]([Br:10])[CH:12]=2)=[O:9])=[N:4][S:5][N:6]=1. Given the reactants [NH2:1][C:2]1[C:3]([C:7]([OH:9])=O)=[N:4][S:5][N:6]=1.[Br:10][C:11]1[CH:12]=[C:13]([CH:15]=[CH:16][C:17]=1[F:18])[NH2:14].CN(C(ON1N=NC2C1=CC=CC=2)=[N+](C)C)C.F[P-](F)(F)(F)(F)F.C(N(CC)C(C)C)(C)C, predict the reaction product. (5) Given the reactants [C:1]12([C:12]([O:14][CH3:15])=[O:13])[CH2:8][CH2:7][C:4]([C:9]([OH:11])=[O:10])([CH2:5][CH2:6]1)[CH2:3][CH2:2]2.S(=O)(=O)(O)O, predict the reaction product. The product is: [C:4]12([C:9]([O:11][C:1]([CH3:8])([CH3:6])[CH3:2])=[O:10])[CH2:3][CH2:2][C:1]([C:12]([O:14][CH3:15])=[O:13])([CH2:6][CH2:5]1)[CH2:8][CH2:7]2. (6) Given the reactants [H-].[Na+].[CH2:3]([O:5][C:6]([C:8]1[N:9]=[CH:10][N:11]([C:13]2[CH:18]=[CH:17][CH:16]=[C:15]([CH2:19][OH:20])[CH:14]=2)[CH:12]=1)=[O:7])[CH3:4].[N:21]1[CH:26]=[CH:25][CH:24]=[CH:23][C:22]=1[CH2:27]OS(C)(=O)=O, predict the reaction product. The product is: [CH2:3]([O:5][C:6]([C:8]1[N:9]=[CH:10][N:11]([C:13]2[CH:18]=[CH:17][CH:16]=[C:15]([CH2:19][O:20][CH2:27][C:22]3[CH:23]=[CH:24][CH:25]=[CH:26][N:21]=3)[CH:14]=2)[CH:12]=1)=[O:7])[CH3:4].